This data is from Forward reaction prediction with 1.9M reactions from USPTO patents (1976-2016). The task is: Predict the product of the given reaction. (1) Given the reactants Cl.[NH2:2][C@@H:3]([CH2:8][CH2:9][CH2:10][NH:11][C:12]([O:14][C:15]([CH3:18])([CH3:17])[CH3:16])=[O:13])[C:4]([O:6][CH3:7])=[O:5].[C:19]1([CH:25]([C:34]2[CH:39]=[CH:38][CH:37]=[CH:36][CH:35]=2)[C:26]2[S:30][C:29]([C:31](O)=[O:32])=[CH:28][CH:27]=2)[CH:24]=[CH:23][CH:22]=[CH:21][CH:20]=1.C(N(C(C)C)CC)(C)C.CN(C(ON1N=NC2C=CC=CC1=2)=[N+](C)C)C.F[P-](F)(F)(F)(F)F, predict the reaction product. The product is: [C:15]([O:14][C:12]([NH:11][CH2:10][CH2:9][CH2:8][C@H:3]([NH:2][C:31]([C:29]1[S:30][C:26]([CH:25]([C:19]2[CH:24]=[CH:23][CH:22]=[CH:21][CH:20]=2)[C:34]2[CH:39]=[CH:38][CH:37]=[CH:36][CH:35]=2)=[CH:27][CH:28]=1)=[O:32])[C:4]([O:6][CH3:7])=[O:5])=[O:13])([CH3:18])([CH3:17])[CH3:16]. (2) Given the reactants Cl.[F:2][C:3]1[CH:4]=[C:5]([C@H:13]([NH2:15])[CH3:14])[CH:6]=[CH:7][C:8]=1[C:9]([F:12])([F:11])[F:10].C([O:20][C:21]([C:23]1[CH:28]=[CH:27][CH:26]=[CH:25][C:24]=1[C:29]1[CH:34]=[CH:33][C:32]([CH2:35][N:36]2[C:44]3[C:39](=[CH:40][C:41]([C:45](O)=[O:46])=[CH:42][CH:43]=3)[C:38]([CH3:48])=[C:37]2[CH3:49])=[CH:31][CH:30]=1)=[O:22])(C)(C)C, predict the reaction product. The product is: [F:2][C:3]1[CH:4]=[C:5]([C@H:13]([NH:15][C:45]([C:41]2[CH:40]=[C:39]3[C:44](=[CH:43][CH:42]=2)[N:36]([CH2:35][C:32]2[CH:31]=[CH:30][C:29]([C:24]4[C:23]([C:21]([OH:22])=[O:20])=[CH:28][CH:27]=[CH:26][CH:25]=4)=[CH:34][CH:33]=2)[C:37]([CH3:49])=[C:38]3[CH3:48])=[O:46])[CH3:14])[CH:6]=[CH:7][C:8]=1[C:9]([F:11])([F:12])[F:10]. (3) Given the reactants Cl[C:2]1[N:7]=[C:6]([Cl:8])[N:5]=[C:4]([O:9][CH3:10])[N:3]=1.O1CCCC1.[CH:16]([S:19]([C:22]1[CH:28]=[CH:27][CH:26]=[CH:25][C:23]=1[NH2:24])(=[O:21])=[O:20])([CH3:18])[CH3:17].C(N(C(C)C)C(C)C)C, predict the reaction product. The product is: [Cl:8][C:6]1[N:5]=[C:4]([O:9][CH3:10])[N:3]=[C:2]([NH:24][C:23]2[CH:25]=[CH:26][CH:27]=[CH:28][C:22]=2[S:19]([CH:16]([CH3:18])[CH3:17])(=[O:21])=[O:20])[N:7]=1. (4) Given the reactants [CH:1]1[C:10]2[CH2:9][CH2:8][CH2:7][CH2:6][C:5]=2[CH:4]=[CH:3][N+:2]=1[O-].CC(OC(C)=O)=[O:14], predict the reaction product. The product is: [CH:1]1[C:10]2[CH2:9][CH2:8][CH2:7][CH:6]([OH:14])[C:5]=2[CH:4]=[CH:3][N:2]=1.